From a dataset of Forward reaction prediction with 1.9M reactions from USPTO patents (1976-2016). Predict the product of the given reaction. (1) Given the reactants [CH2:1]1[CH:6]2[CH2:7][C:8]3([NH2:11])[CH2:10][CH:4]([CH2:5]2)[CH2:3][CH:2]1[CH2:9]3.[Br:12][C:13]1[S:17][C:16]([C:18]2[S:19][C:20]([CH:23]=O)=[CH:21][CH:22]=2)=[CH:15][CH:14]=1, predict the reaction product. The product is: [Br:12][C:13]1[S:17][C:16]([C:18]2[S:19][C:20]([CH2:23][NH:11][C:8]34[CH2:10][CH:4]5[CH2:5][CH:6]([CH2:1][CH:2]([CH2:3]5)[CH2:9]3)[CH2:7]4)=[CH:21][CH:22]=2)=[CH:15][CH:14]=1. (2) Given the reactants [C:1]([C:3]1[C:4]([OH:13])=[CH:5][C:6]2[CH2:7][CH2:8][CH2:9][CH2:10][C:11]=2[CH:12]=1)#[N:2].S(Cl)([Cl:17])(=O)=O, predict the reaction product. The product is: [Cl:17][C:12]1[C:11]2[CH2:10][CH2:9][CH2:8][CH2:7][C:6]=2[CH:5]=[C:4]([OH:13])[C:3]=1[C:1]#[N:2]. (3) Given the reactants F[C:2]1[CH:7]=[CH:6][CH:5]=[C:4]([F:8])[N:3]=1.[C-:9]#[N:10].[Na+], predict the reaction product. The product is: [C:9]([C:2]1[CH:7]=[CH:6][CH:5]=[C:4]([F:8])[N:3]=1)#[N:10]. (4) Given the reactants CC1(C)C(C)(C)OB([C:9]2[CH:10]=[CH:11][C:12]3[O:16][C:15]([CH:17]4[CH2:22][CH2:21][N:20]([C:23]([O:25][CH:26]([CH3:28])[CH3:27])=[O:24])[CH2:19][CH2:18]4)=[N:14][C:13]=3[CH:29]=2)O1.Cl[C:32]1[CH:40]=[CH:39][C:35]([C:36]([NH2:38])=[O:37])=[CH:34][N:33]=1, predict the reaction product. The product is: [C:36]([C:35]1[CH:39]=[CH:40][C:32]([C:9]2[CH:10]=[CH:11][C:12]3[O:16][C:15]([CH:17]4[CH2:18][CH2:19][N:20]([C:23]([O:25][CH:26]([CH3:27])[CH3:28])=[O:24])[CH2:21][CH2:22]4)=[N:14][C:13]=3[CH:29]=2)=[N:33][CH:34]=1)(=[O:37])[NH2:38]. (5) Given the reactants CCN(C(C)C)C(C)C.[Li]CCCC.CN(P(N(C)C)(N(C)C)=O)C.[O:26]1[CH2:30][CH2:29][CH2:28][CH:27]1[C:31]([O:33][CH3:34])=[O:32].[CH:35]1[CH:40]=[CH:39][CH:38]=[CH:37][CH:36]=1.C1[CH2:45][O:44][CH2:43]C1, predict the reaction product. The product is: [CH2:43]([O:44][CH2:45][C:27]1([C:31]([O:33][CH3:34])=[O:32])[CH2:28][CH2:29][CH2:30][O:26]1)[C:35]1[CH:40]=[CH:39][CH:38]=[CH:37][CH:36]=1. (6) Given the reactants [N:1]1([C:6]([C:8]2[CH:9]=[C:10]3[C:14](=[CH:15][CH:16]=2)[NH:13][C:12](=[O:17])[CH2:11]3)=[O:7])[CH2:5][CH2:4][CH2:3][CH2:2]1.[O:18]=[C:19]1[C:24]2=[CH:25][NH:26][C:27]([CH:28]=O)=[C:23]2[CH2:22][CH2:21][NH:20]1.N1CCCCC1, predict the reaction product. The product is: [O:17]=[C:12]1[C:11](=[CH:28][C:27]2[NH:26][CH:25]=[C:24]3[C:23]=2[CH2:22][CH2:21][NH:20][C:19]3=[O:18])[C:10]2[C:14](=[CH:15][CH:16]=[C:8]([C:6]([N:1]3[CH2:5][CH2:4][CH2:3][CH2:2]3)=[O:7])[CH:9]=2)[NH:13]1. (7) The product is: [C:1]([O:5][C:6](=[O:19])[NH:7][C:8]1[CH:13]=[C:12]([O:14][CH2:15][CH3:16])[C:11]([Cl:17])=[CH:10][C:9]=1[NH:18][C:25](=[O:24])[CH2:26][C:27]([C:29]1[CH:34]=[CH:33][CH:32]=[C:31]([C:35]2[CH:40]=[CH:39][N:38]=[C:37]([CH3:41])[CH:36]=2)[CH:30]=1)=[O:28])([CH3:2])([CH3:3])[CH3:4]. Given the reactants [C:1]([O:5][C:6](=[O:19])[NH:7][C:8]1[CH:13]=[C:12]([O:14][CH2:15][CH3:16])[C:11]([Cl:17])=[CH:10][C:9]=1[NH2:18])([CH3:4])([CH3:3])[CH3:2].C([O:24][C:25](=O)[CH2:26][C:27]([C:29]1[CH:34]=[CH:33][CH:32]=[C:31]([C:35]2[CH:40]=[CH:39][N:38]=[C:37]([CH3:41])[CH:36]=2)[CH:30]=1)=[O:28])(C)(C)C, predict the reaction product. (8) Given the reactants [CH:1]([CH:3]=O)=O.[N+:5]([C:8]1[C:9]([NH2:15])=[C:10]([NH2:14])[CH:11]=[CH:12][CH:13]=1)([O-:7])=[O:6], predict the reaction product. The product is: [N+:5]([C:8]1[CH:13]=[CH:12][CH:11]=[C:10]2[C:9]=1[N:15]=[CH:1][CH:3]=[N:14]2)([O-:7])=[O:6].